Dataset: Catalyst prediction with 721,799 reactions and 888 catalyst types from USPTO. Task: Predict which catalyst facilitates the given reaction. (1) Reactant: [Cl:1][C:2]1[CH:8]=[CH:7][C:5]([NH2:6])=[C:4]([O:9][CH3:10])[CH:3]=1.[N+:11]([O-])([OH:13])=[O:12].NC(N)=N.C(=O)([O-])[O-].[Na+].[Na+]. The catalyst class is: 65. Product: [Cl:1][C:2]1[C:8]([N+:11]([O-:13])=[O:12])=[CH:7][C:5]([NH2:6])=[C:4]([O:9][CH3:10])[CH:3]=1. (2) Reactant: [F:1][C:2]1[CH:16]=[CH:15][C:5]([O:6][C:7]([CH3:14])([CH3:13])[C:8](OCC)=[O:9])=[CH:4][CH:3]=1.O.[NH2:18][NH2:19].C(=O)([O-])[O-].[K+].[K+]. Product: [F:1][C:2]1[CH:16]=[CH:15][C:5]([O:6][C:7]([CH3:14])([CH3:13])[C:8]([NH:18][NH2:19])=[O:9])=[CH:4][CH:3]=1. The catalyst class is: 5. (3) The catalyst class is: 22. Reactant: ClC1C=CC=C(C(OO)=[O:9])C=1.[CH3:12][C:13]1[C:25]2[C:16](=[N:17][C:18]3[C:23]([C:24]=2[S:26][CH2:27][CH2:28][CH3:29])=[CH:22][CH:21]=[CH:20][CH:19]=3)[N:15]([C:30]2[CH:35]=[CH:34][CH:33]=[CH:32][N:31]=2)[N:14]=1. Product: [CH3:12][C:13]1[C:25]2[C:16](=[N:17][C:18]3[C:23]([C:24]=2[S:26]([CH2:27][CH2:28][CH3:29])=[O:9])=[CH:22][CH:21]=[CH:20][CH:19]=3)[N:15]([C:30]2[CH:35]=[CH:34][CH:33]=[CH:32][N:31]=2)[N:14]=1. (4) Reactant: [H-].[Na+].[Cl:3][C:4]1[CH:9]=[C:8]([Cl:10])[CH:7]=[CH:6][C:5]=1[N:11]1[C:17]2=[N:18][C:19]3[CH:24]=[CH:23][CH:22]=[C:21]([N:25]([CH2:28][CH3:29])[CH2:26][CH3:27])[C:20]=3[N:16]2[CH2:15][CH:14]([OH:30])[CH2:13][CH2:12]1.CI.[C:33](OCC)(=O)C. Product: [Cl:3][C:4]1[CH:9]=[C:8]([Cl:10])[CH:7]=[CH:6][C:5]=1[N:11]1[C:17]2=[N:18][C:19]3[C:20](=[C:21]([N:25]([CH2:28][CH3:29])[CH2:26][CH3:27])[CH:22]=[CH:23][CH:24]=3)[N:16]2[CH2:15][CH:14]([O:30][CH3:33])[CH2:13][CH2:12]1. The catalyst class is: 7.